This data is from Forward reaction prediction with 1.9M reactions from USPTO patents (1976-2016). The task is: Predict the product of the given reaction. (1) Given the reactants [CH2:1]([Zn]CC)C.ICI.[C:9]([O:13][C:14]([C@@:16]12[CH2:32][O:31][CH:30]=[C:17]1[C:18](=[O:29])[N:19]([C@@H:21]([C:23]1[CH:28]=[CH:27][CH:26]=[CH:25][CH:24]=1)[CH3:22])[CH2:20]2)=[O:15])([CH3:12])([CH3:11])[CH3:10], predict the reaction product. The product is: [C:9]([O:13][C:14]([C:16]12[CH2:32][O:31][C@H:30]3[CH2:1][C:17]13[C:18](=[O:29])[N:19]([C@@H:21]([C:23]1[CH:28]=[CH:27][CH:26]=[CH:25][CH:24]=1)[CH3:22])[CH2:20]2)=[O:15])([CH3:10])([CH3:11])[CH3:12]. (2) Given the reactants [CH2:1]([N:8]1[CH2:13][CH2:12][N:11]([C:14]([O:16][C:17]([CH3:20])([CH3:19])[CH3:18])=[O:15])[C@H:10]([CH2:21][C:22]2[CH:27]=[CH:26][CH:25]=[CH:24][C:23]=2[OH:28])[CH2:9]1)[C:2]1[CH:7]=[CH:6][CH:5]=[CH:4][CH:3]=1.[C:29]1(B(O)O)[CH:34]=[CH:33][CH:32]=[CH:31][CH:30]=1.N1C=CC=CC=1.C(N(CC)CC)C, predict the reaction product. The product is: [CH2:1]([N:8]1[CH2:13][CH2:12][N:11]([C:14]([O:16][C:17]([CH3:19])([CH3:20])[CH3:18])=[O:15])[C@H:10]([CH2:21][C:22]2[CH:27]=[CH:26][CH:25]=[CH:24][C:23]=2[O:28][C:29]2[CH:34]=[CH:33][CH:32]=[CH:31][CH:30]=2)[CH2:9]1)[C:2]1[CH:3]=[CH:4][CH:5]=[CH:6][CH:7]=1. (3) The product is: [I:6][C:7]1[CH:12]=[CH:11][C:10]([O:13][CH2:1][C@@H:2]([OH:3])[CH2:4][OH:5])=[CH:9][CH:8]=1. Given the reactants [CH2:1]1[O:3][C@H:2]1[CH2:4][OH:5].[I:6][C:7]1[CH:12]=[CH:11][C:10]([OH:13])=[CH:9][CH:8]=1.C(N(CC)CC)C, predict the reaction product. (4) Given the reactants C1COCC1.Br[CH2:7][CH2:8][CH2:9][CH2:10][CH:11]=[CH2:12].C[O:14][C:15]1[CH2:19][CH2:18][C:17](=O)[CH:16]=1, predict the reaction product. The product is: [CH2:7]([C:17]1[CH2:18][CH2:19][C:15](=[O:14])[CH:16]=1)[CH2:8][CH2:9][CH2:10][CH:11]=[CH2:12]. (5) The product is: [CH:2]1([C:5]2[NH:7][C:13]([CH:12]([O:21][CH2:22][CH3:23])[O:11][CH2:9][CH3:10])=[CH:14][C:15](=[O:16])[N:6]=2)[CH2:4][CH2:3]1. Given the reactants Cl.[CH:2]1([C:5](=[NH:7])[NH2:6])[CH2:4][CH2:3]1.[Na].[CH2:9]([O:11][CH:12]([O:21][CH2:22][CH3:23])[C:13](=O)[CH2:14][C:15](OCC)=[O:16])[CH3:10].[Cl-].[NH4+], predict the reaction product. (6) Given the reactants Br[C:2]1[CH:7]=[CH:6][C:5]([Cl:8])=[C:4]([CH2:9][CH3:10])[CH:3]=1.[F:11][C:12]([F:23])([F:22])[C:13]1[CH:14]=[CH:15][C:16]([CH2:19][CH2:20][NH2:21])=[N:17][CH:18]=1, predict the reaction product. The product is: [Cl:8][C:5]1[CH:6]=[CH:7][C:2]([NH:21][CH2:20][CH2:19][C:16]2[CH:15]=[CH:14][C:13]([C:12]([F:23])([F:11])[F:22])=[CH:18][N:17]=2)=[CH:3][C:4]=1[CH2:9][CH3:10].